This data is from Full USPTO retrosynthesis dataset with 1.9M reactions from patents (1976-2016). The task is: Predict the reactants needed to synthesize the given product. (1) Given the product [N:15]1([CH2:22][CH2:23][CH2:14][C:13]2[NH:3][C:4](=[O:12])[C:5]3[C:6]([CH:11]=2)=[CH:7][CH:8]=[CH:9][CH:10]=3)[CH2:21][CH2:20][CH2:19][CH2:18][CH2:17][CH2:16]1, predict the reactants needed to synthesize it. The reactants are: C([N:3]([CH2:13][CH3:14])[C:4](=[O:12])[C:5]1[CH:10]=[CH:9][CH:8]=[CH:7][C:6]=1[CH3:11])C.[N:15]1([CH2:22][CH2:23]CC#N)[CH2:21][CH2:20][CH2:19][CH2:18][CH2:17][CH2:16]1. (2) The reactants are: CC1C=CC(S(O[CH2:12][C@H:13]2[CH2:15][O:14]2)(=O)=O)=CC=1.C(=O)([O-])[O-].[K+].[K+].[Cl:22][C:23]1[CH:24]=[C:25]([CH:41]=[CH:42][C:43]=1[NH:44][C:45]([NH:47][CH:48]1[CH2:50][CH2:49]1)=[O:46])[O:26][C:27]1[C:36]2[C:31](=[CH:32][C:33]([OH:40])=[C:34]([C:37]([NH2:39])=[O:38])[CH:35]=2)[N:30]=[CH:29][CH:28]=1.[CH2:51]([NH:53][CH2:54][CH3:55])[CH3:52]. Given the product [Cl:22][C:23]1[CH:24]=[C:25]([CH:41]=[CH:42][C:43]=1[NH:44][C:45]([NH:47][CH:48]1[CH2:50][CH2:49]1)=[O:46])[O:26][C:27]1[C:36]2[C:31](=[CH:32][C:33]([O:40][CH2:15][C@H:13]([OH:14])[CH2:12][N:53]([CH2:54][CH3:55])[CH2:51][CH3:52])=[C:34]([C:37]([NH2:39])=[O:38])[CH:35]=2)[N:30]=[CH:29][CH:28]=1, predict the reactants needed to synthesize it. (3) Given the product [CH:16]([N:15]1[C:11]([C:8]2[CH:9]=[CH:10][C:5]([N:3]([CH3:2])[CH3:4])=[CH:6][CH:7]=2)=[C:12]([CH2:20][C:21]2[CH:22]=[CH:23][C:24]([O:27][CH3:28])=[CH:25][CH:26]=2)[C:13]([O:19][C@@H:38]2[O:39][C@H:34]([CH2:33][OH:32])[C@@H:35]([OH:49])[C@H:36]([OH:45])[C@H:37]2[OH:41])=[N:14]1)([CH3:17])[CH3:18], predict the reactants needed to synthesize it. The reactants are: Cl.[CH3:2][N:3]([C:5]1[CH:10]=[CH:9][C:8]([C:11]2[N:15]([CH:16]([CH3:18])[CH3:17])[NH:14][C:13](=[O:19])[C:12]=2[CH2:20][C:21]2[CH:26]=[CH:25][C:24]([O:27][CH3:28])=[CH:23][CH:22]=2)=[CH:7][CH:6]=1)[CH3:4].CC([O:32][CH2:33][C@H:34]1[O:39][C@H:38](Br)[C@H:37]([O:41]C(C)=O)[C@@H:36]([O:45]C(C)=O)[C@@H:35]1[O:49]C(C)=O)=O.[OH-].[Na+]. (4) Given the product [Si:1]([O:8][CH2:9][CH:10]1[O:15][CH2:14][CH2:13][NH:12][CH2:11]1)([C:4]([CH3:7])([CH3:5])[CH3:6])([CH3:2])[CH3:3], predict the reactants needed to synthesize it. The reactants are: [Si:1]([O:8][CH2:9][CH:10]1[O:15][CH2:14][CH2:13][N:12](C(OC(C)(C)C)=O)[CH2:11]1)([C:4]([CH3:7])([CH3:6])[CH3:5])([CH3:3])[CH3:2].N1C(C)=CC=CC=1C.FC(F)(F)S(O[Si](C)(C)C)(=O)=O. (5) Given the product [NH2:2][C:1]1([CH:19]2[C:18](=[O:21])[C:10]3[C:5](=[CH:6][CH:7]=[CH:8][CH:9]=3)[C:15]2=[O:16])[C:3]2[N:4]=[C:5]3[CH:6]=[CH:7][CH:8]=[CH:9][C:10]3=[N:11][C:12]=2[C:13](=[C:24]2[C:23](=[O:22])[C:31]3[C:26](=[CH:27][CH:28]=[CH:29][CH:30]=3)[C:25]2=[O:32])[NH:14]1, predict the reactants needed to synthesize it. The reactants are: [C:1]([C:3]1[C:12]([C:13]#[N:14])=[N:11][C:10]2[C:5](=[CH:6][CH:7]=[CH:8][CH:9]=2)[N:4]=1)#[N:2].[CH3:15][O-:16].[Na+].[C:18]([OH:21])(=O)[CH3:19].[O:22]=[C:23]1[C:31]2[C:26](=[CH:27][CH:28]=[CH:29][CH:30]=2)[C:25](=[O:32])[CH2:24]1. (6) Given the product [Br:6][C:7]1[CH:12]=[C:11]([C:13]([CH3:17])([CH3:16])[CH:14]=[CH2:2])[C:10]([Cl:18])=[CH:9][C:8]=1[O:19][CH3:20], predict the reactants needed to synthesize it. The reactants are: [Li][CH2:2]CCC.[Br:6][C:7]1[C:8]([O:19][CH3:20])=[CH:9][C:10]([Cl:18])=[C:11]([C:13]([CH3:17])([CH3:16])[CH:14]=O)[CH:12]=1. (7) Given the product [NH2:36][C:34](=[O:35])[C:32]([NH:33][C:22](=[O:23])[C:21]1[CH:25]=[CH:26][CH:27]=[C:19]([C:10]2[C:11]3[C:6](=[CH:5][C:4]([S:3][CH2:1][CH3:2])=[C:13]4[O:14][C:15]([CH3:17])([CH3:18])[CH2:16][C:12]4=3)[CH2:7][C:8]([CH3:28])([CH3:29])[N:9]=2)[CH:20]=1)([CH3:37])[CH3:31], predict the reactants needed to synthesize it. The reactants are: [CH2:1]([S:3][C:4]1[CH:5]=[C:6]2[C:11](=[C:12]3[CH2:16][C:15]([CH3:18])([CH3:17])[O:14][C:13]=13)[C:10]([C:19]1[CH:20]=[C:21]([CH:25]=[CH:26][CH:27]=1)[C:22](O)=[O:23])=[N:9][C:8]([CH3:29])([CH3:28])[CH2:7]2)[CH3:2].Cl.[CH3:31][C:32]([CH3:37])([C:34]([NH2:36])=[O:35])[NH2:33].O.ON1C2C=CC=CC=2N=N1.C(N(CC)CC)C.Cl.C(N=C=NCCCN(C)C)C.